Dataset: Forward reaction prediction with 1.9M reactions from USPTO patents (1976-2016). Task: Predict the product of the given reaction. Given the reactants COC(=O)C(NC1C=C([Cl:16])C=C(Cl)C=1OCC1C=CC=CC=1)=CC([O-])=O.C[O:28][C:29]([C:31]1[CH:40]=[C:39]([N:41]2[CH2:46][CH2:45][NH:44][CH2:43][CH2:42]2)[C:38]2[C:33](=[C:34]([OH:47])[CH:35]=[CH:36][CH:37]=2)[N:32]=1)=[O:30], predict the reaction product. The product is: [ClH:16].[OH:47][C:34]1[CH:35]=[CH:36][CH:37]=[C:38]2[C:33]=1[N:32]=[C:31]([C:29]([OH:30])=[O:28])[CH:40]=[C:39]2[N:41]1[CH2:42][CH2:43][NH:44][CH2:45][CH2:46]1.